From a dataset of Forward reaction prediction with 1.9M reactions from USPTO patents (1976-2016). Predict the product of the given reaction. (1) Given the reactants [F:1][C:2]1[CH:7]=[C:6]([N+:8]([O-:10])=[O:9])[CH:5]=[C:4]([F:11])[C:3]=1F.[NH:13]1[CH2:18][CH2:17][O:16][CH2:15][CH2:14]1.CCN(CC)CC, predict the reaction product. The product is: [F:11][C:4]1[CH:5]=[C:6]([N+:8]([O-:10])=[O:9])[CH:7]=[C:2]([F:1])[C:3]=1[N:13]1[CH2:18][CH2:17][O:16][CH2:15][CH2:14]1. (2) The product is: [C:27]([CH2:26][N:5]1[C:6]2[C:11](=[C:10]([C:13]([F:15])([F:16])[F:14])[C:9]([C:17]#[N:18])=[CH:8][CH:7]=2)[CH:12]=[C:4]1[CH2:1][CH2:2][CH3:3])#[N:28]. Given the reactants [CH2:1]([C:4]1[NH:5][C:6]2[C:11]([CH:12]=1)=[C:10]([C:13]([F:16])([F:15])[F:14])[C:9]([C:17]#[N:18])=[CH:8][CH:7]=2)[CH2:2][CH3:3].C([O-])([O-])=O.[Cs+].[Cs+].Br[CH2:26][C:27]#[N:28], predict the reaction product. (3) The product is: [F:1][CH:2]([SiH2:4][CH2:5][CH2:6][SiH2:7][CH:8]([F:10])[F:9])[F:3].[F:11][CH:12]([SiH2:14][CH:15]([SiH2:17][CH:18]([F:20])[F:19])[CH3:16])[F:13]. Given the reactants [F:1][CH:2]([SiH2:4][CH2:5][CH2:6][SiH2:7][CH:8]([F:10])[F:9])[F:3].[F:11][CH:12]([SiH2:14][CH:15]([SiH2:17][CH:18]([F:20])[F:19])[CH3:16])[F:13], predict the reaction product. (4) Given the reactants Cl[C:2]1[CH:7]=[C:6]([C:8]#[N:9])[CH:5]=[CH:4][N:3]=1.[NH:10]1[CH2:15][CH2:14][O:13][CH2:12][CH2:11]1.O, predict the reaction product. The product is: [N:10]1([C:2]2[CH:7]=[C:6]([CH:5]=[CH:4][N:3]=2)[C:8]#[N:9])[CH2:15][CH2:14][O:13][CH2:12][CH2:11]1. (5) Given the reactants C([O:5][CH2:6][CH2:7][C:8]1[CH:13]=[CH:12][C:11]([N:14]2[C:18]3=[N:19][C:20]([CH3:24])=[CH:21][C:22]([CH3:23])=[C:17]3[N:16]=[C:15]2[CH2:25][CH3:26])=[CH:10][CH:9]=1)(=O)CC.[Li+].[OH-], predict the reaction product. The product is: [CH2:25]([C:15]1[N:14]([C:11]2[CH:10]=[CH:9][C:8]([CH2:7][CH2:6][OH:5])=[CH:13][CH:12]=2)[C:18]2=[N:19][C:20]([CH3:24])=[CH:21][C:22]([CH3:23])=[C:17]2[N:16]=1)[CH3:26]. (6) Given the reactants [CH3:1][S-:2].[Na+].[Cl:4][C:5]1[C:11](Cl)=[CH:10][C:8]([NH2:9])=[C:7]([N+:13]([O-:15])=[O:14])[CH:6]=1, predict the reaction product. The product is: [Cl:4][C:5]1[C:11]([S:2][CH3:1])=[CH:10][C:8]([NH2:9])=[C:7]([N+:13]([O-:15])=[O:14])[CH:6]=1.